This data is from Reaction yield outcomes from USPTO patents with 853,638 reactions. The task is: Predict the reaction yield, written as a fraction of the theoretical maximum amount of product (1.0 means a 100% yield; for example, 0.34 means a 34% yield). (1) The reactants are C[O:2][C:3]([C:5]1[CH:13]=[C:12]2[C:8]([CH:9]=[CH:10][NH:11]2)=[CH:7][CH:6]=1)=O.[H-].[Al+3].[Li+].[H-].[H-].[H-]. The catalyst is O1CCCC1. The product is [OH:2][CH2:3][C:5]1[CH:13]=[C:12]2[C:8]([CH:9]=[CH:10][NH:11]2)=[CH:7][CH:6]=1. The yield is 0.950. (2) The reactants are [NH:1]([C:13]([O:15][CH2:16][C:17]1[CH:22]=[CH:21][CH:20]=[CH:19][CH:18]=1)=[O:14])[C@H:2]([C:10](O)=[O:11])[CH2:3][C:4]1[CH:9]=[CH:8][CH:7]=[CH:6][CH:5]=1.C1C2C3C(=O)[N:32](O)C(=O)C3C1C=C2.CCN=C=NCCCN(C)C.Cl.N. The yield is 0.990. The catalyst is CC#N.CN(C=O)C. The product is [NH:1]([C:13]([O:15][CH2:16][C:17]1[CH:22]=[CH:21][CH:20]=[CH:19][CH:18]=1)=[O:14])[C@H:2]([C:10]([NH2:32])=[O:11])[CH2:3][C:4]1[CH:9]=[CH:8][CH:7]=[CH:6][CH:5]=1. (3) The reactants are [C:1]([O:5][C:6]([N:8]([CH2:10][C:11]([OH:13])=O)[CH3:9])=[O:7])([CH3:4])([CH3:3])[CH3:2].CCN(CC)CC.ClC(OCC(C)C)=O.Cl.[CH2:30]([O:32][C:33](=[O:37])[CH2:34][NH:35][CH3:36])[CH3:31]. The catalyst is C(Cl)Cl. The product is [CH2:30]([O:32][C:33](=[O:37])[CH2:34][N:35]([C:11](=[O:13])[CH2:10][N:8]([C:6]([O:5][C:1]([CH3:2])([CH3:3])[CH3:4])=[O:7])[CH3:9])[CH3:36])[CH3:31]. The yield is 0.220. (4) The reactants are [CH3:1][C:2]1[N:3]=[CH:4][S:5][C:6]=1[CH2:7][CH2:8][OH:9].[C:10]1([CH3:20])[CH:15]=[CH:14][C:13]([S:16](Cl)(=[O:18])=[O:17])=[CH:12][CH:11]=1. The catalyst is C(Cl)Cl.N1C=CC=CC=1. The product is [CH3:20][C:10]1[CH:15]=[CH:14][C:13]([S:16]([O:9][CH2:8][CH2:7][C:6]2[S:5][CH:4]=[N:3][C:2]=2[CH3:1])(=[O:18])=[O:17])=[CH:12][CH:11]=1. The yield is 0.650. (5) The reactants are [CH2:1]([N:5]1[C:10]2=[CH:11][NH:12][CH:13]=[C:9]2[C:8](=[O:14])[N:7]([CH3:15])[C:6]1=[O:16])[CH:2]([CH3:4])[CH3:3].Cl[CH2:18][C:19]1[CH:24]=[CH:23][C:22]([C:25]2[CH:30]=[CH:29][CH:28]=[C:27]([F:31])[N:26]=2)=[CH:21][CH:20]=1.C(=O)([O-])[O-].[Cs+].[Cs+]. The catalyst is CN(C=O)C.O. The product is [F:31][C:27]1[N:26]=[C:25]([C:22]2[CH:21]=[CH:20][C:19]([CH2:18][N:12]3[CH:13]=[C:9]4[C:10]([N:5]([CH2:1][CH:2]([CH3:4])[CH3:3])[C:6](=[O:16])[N:7]([CH3:15])[C:8]4=[O:14])=[CH:11]3)=[CH:24][CH:23]=2)[CH:30]=[CH:29][CH:28]=1. The yield is 0.710. (6) The yield is 0.540. The reactants are [N:1]1[N:5]2[C:6]3[CH2:12][N:11]([C:13]4[CH:14]=[C:15]([CH:20]=[CH:21][CH:22]=4)[C:16]([O:18]C)=[O:17])[CH2:10][C:7]=3[CH:8]=[N:9][C:4]2=[CH:3][CH:2]=1.[OH-].[Na+].O1CCCC1.Cl. The product is [N:1]1[N:5]2[C:6]3[CH2:12][N:11]([C:13]4[CH:14]=[C:15]([CH:20]=[CH:21][CH:22]=4)[C:16]([OH:18])=[O:17])[CH2:10][C:7]=3[CH:8]=[N:9][C:4]2=[CH:3][CH:2]=1. The catalyst is CO. (7) The reactants are [CH2:1]1[C-:5]=[CH:4][CH:3]=[CH:2]1.[CH2:6]1[C-:10]=[CH:9][CH:8]=[CH:7]1.[Cl-:11].[Cl-].[Hf+4:13].O=O.C([Li])CCC.[C:21]1([C:27]#[C:28][C:29]2[CH:34]=[CH:33][CH:32]=[CH:31][CH:30]=2)[CH:26]=[CH:25][CH:24]=[CH:23][CH:22]=1.[Cl:35][P:36]([C:43]1[CH:48]=[CH:47][CH:46]=[CH:45][CH:44]=1)[C:37]1[CH:42]=[CH:41][CH:40]=[CH:39][CH:38]=1.Cl. The catalyst is O1CCCC1.O. The product is [Cl-:35].[Hf+4:13].[CH:3]1([P:36]([CH:8]2[CH:7]=[CH:6][CH:10]=[CH:9]2)([C:28]([C:29]2[CH:30]=[CH:31][CH:32]=[CH:33][CH:34]=2)=[CH:27][C:21]2[CH:26]=[CH:25][CH:24]=[CH:23][CH:22]=2)([C:43]2[CH:44]=[CH:45][CH:46]=[CH:47][CH:48]=2)[C:37]2[CH:42]=[CH:41][CH:40]=[CH:39][CH:38]=2)[CH:2]=[CH:1][CH:5]=[CH:4]1.[Cl-:11].[Cl-:35].[Cl-:35]. The yield is 0.880.